From a dataset of Reaction yield outcomes from USPTO patents with 853,638 reactions. Predict the reaction yield, written as a fraction of the theoretical maximum amount of product (1.0 means a 100% yield; for example, 0.34 means a 34% yield). (1) The reactants are [NH2:1][C:2]1[C:3]([C:18]([O:20]C)=[O:19])=[N:4][C:5]([C:8]2[CH:13]=[CH:12][C:11]([S:14]([CH3:17])(=[O:16])=[O:15])=[CH:10][CH:9]=2)=[CH:6][N:7]=1.[Li+].[OH-].O.Cl. The catalyst is CO. The product is [NH2:1][C:2]1[C:3]([C:18]([OH:20])=[O:19])=[N:4][C:5]([C:8]2[CH:13]=[CH:12][C:11]([S:14]([CH3:17])(=[O:16])=[O:15])=[CH:10][CH:9]=2)=[CH:6][N:7]=1. The yield is 0.990. (2) The reactants are C(OC([NH:11][CH:12]1[N:18]=[C:17]([C:19]2[CH:24]=[CH:23][CH:22]=[CH:21][CH:20]=2)[C:16]2[CH:25]=[CH:26][CH:27]=[CH:28][C:15]=2[N:14]([CH2:29][CH2:30][CH2:31][C:32]([F:35])([F:34])[F:33])[C:13]1=[O:36])=O)C1C=CC=CC=1. The catalyst is C(Cl)Cl. The product is [NH2:11][CH:12]1[N:18]=[C:17]([C:19]2[CH:20]=[CH:21][CH:22]=[CH:23][CH:24]=2)[C:16]2[CH:25]=[CH:26][CH:27]=[CH:28][C:15]=2[N:14]([CH2:29][CH2:30][CH2:31][C:32]([F:34])([F:33])[F:35])[C:13]1=[O:36]. The yield is 1.00. (3) The reactants are [H-].[Na+].[OH:3][C:4]1[CH:5]=[C:6]([C:10](=[O:12])[CH3:11])[CH:7]=[CH:8][CH:9]=1.[C:13]([O:17][C:18](=[O:21])[CH2:19]Br)([CH3:16])([CH3:15])[CH3:14]. The catalyst is CN(C=O)C. The product is [C:13]([O:17][C:18]([CH2:19][O:3][C:4]1[CH:5]=[C:6]([C:10](=[O:12])[CH3:11])[CH:7]=[CH:8][CH:9]=1)=[O:21])([CH3:16])([CH3:15])[CH3:14]. The yield is 0.830. (4) The reactants are [N:1]1([CH2:7][C:8]2[NH:9][C:10]([C:24]3[CH:29]=[CH:28][N:27]=[CH:26][CH:25]=3)=[C:11]([C:13]3[CH:14]=[C:15]4[C:19](=[CH:20][CH:21]=3)[C:18](=[N:22][OH:23])[CH2:17][CH2:16]4)[N:12]=2)[CH2:6][CH2:5]C[CH2:3][CH2:2]1.N1CC[O:33]CC1. No catalyst specified. The product is [N:1]1([CH2:7][C:8]2[NH:9][C:10]([C:24]3[CH:29]=[CH:28][N:27]=[CH:26][CH:25]=3)=[C:11]([C:13]3[CH:14]=[C:15]4[C:19](=[CH:20][CH:21]=3)[C:18](=[N:22][OH:23])[CH2:17][CH2:16]4)[N:12]=2)[CH2:6][CH2:5][O:33][CH2:3][CH2:2]1. The yield is 0.130. (5) The reactants are [Si:1]([O:8][CH:9]1[C:13]2([CH2:15][CH2:14]2)[C:12](=[O:16])[NH:11][C@H:10]1[CH3:17])([C:4]([CH3:7])([CH3:6])[CH3:5])([CH3:3])[CH3:2].Br[C:19]1[CH:26]=[CH:25][C:22]([C:23]#[N:24])=[C:21]([Cl:27])[CH:20]=1.C(=O)([O-])[O-].[Cs+].[Cs+].C1(P(C2C=CC=CC=2)C2C3OC4C(=CC=CC=4P(C4C=CC=CC=4)C4C=CC=CC=4)C(C)(C)C=3C=CC=2)C=CC=CC=1. The catalyst is C1C=CC(/C=C/C(/C=C/C2C=CC=CC=2)=O)=CC=1.C1C=CC(/C=C/C(/C=C/C2C=CC=CC=2)=O)=CC=1.C1C=CC(/C=C/C(/C=C/C2C=CC=CC=2)=O)=CC=1.[Pd].[Pd]. The product is [Si:1]([O:8][C@H:9]1[C:13]2([CH2:14][CH2:15]2)[C:12](=[O:16])[N:11]([C:19]2[CH:26]=[CH:25][C:22]([C:23]#[N:24])=[C:21]([Cl:27])[CH:20]=2)[C@H:10]1[CH3:17])([C:4]([CH3:7])([CH3:6])[CH3:5])([CH3:3])[CH3:2].[Si:1]([O:8][C@@H:9]1[C:13]2([CH2:14][CH2:15]2)[C:12](=[O:16])[N:11]([C:19]2[CH:26]=[CH:25][C:22]([C:23]#[N:24])=[C:21]([Cl:27])[CH:20]=2)[C@H:10]1[CH3:17])([C:4]([CH3:7])([CH3:6])[CH3:5])([CH3:3])[CH3:2]. The yield is 0.222. (6) The reactants are O[C:2]1[CH:3]=[C:4]([NH:8][C:9]2[N:14]=[C:13]([NH:15][C:16]3[CH:21]=[CH:20][CH:19]=[C:18](O)[CH:17]=3)[C:12]([F:23])=[CH:11][N:10]=2)[CH:5]=[CH:6][CH:7]=1.[CH2:24]([N:31]1[CH2:36][CH2:35][N:34](C2C=CC(N)=CC=2)[CH2:33][CH2:32]1)[C:25]1[CH:30]=[CH:29][CH:28]=[CH:27][CH:26]=1.Cl[C:45]1[N:50]=[C:49](Cl)[C:48](F)=[CH:47]N=1. No catalyst specified. The product is [CH2:49]([N:50]1[CH2:45][CH2:9][N:8]([C:7]2[CH:6]=[CH:5][C:4]([NH:8][C:9]3[N:14]=[C:13]([NH:15][C:16]4[CH:21]=[CH:20][C:19]([N:34]5[CH2:33][CH2:32][N:31]([CH2:24][C:25]6[CH:26]=[CH:27][CH:28]=[CH:29][CH:30]=6)[CH2:36][CH2:35]5)=[CH:18][CH:17]=4)[C:12]([F:23])=[CH:11][N:10]=3)=[CH:3][CH:2]=2)[CH2:4][CH2:3]1)[C:48]1[CH:47]=[CH:2][CH:7]=[CH:6][CH:5]=1. The yield is 0.640. (7) The reactants are [CH3:1][C:2]1[CH:7]=[C:6]([O:8][C@H:9]2[CH2:13][CH2:12][NH:11][CH2:10]2)[CH:5]=[C:4]([CH3:14])[C:3]=1[C:15]1[CH:20]=[CH:19][CH:18]=[C:17]([CH2:21][O:22][C:23]2[CH:36]=[CH:35][C:26]3[C@H:27]([CH2:30][C:31]([O:33][CH3:34])=[O:32])[CH2:28][O:29][C:25]=3[CH:24]=2)[CH:16]=1.[C:37](OC(=O)C)(=[O:39])[CH3:38].C(N(CC)CC)C. The catalyst is ClCCl. The product is [C:37]([N:11]1[CH2:12][CH2:13][C@H:9]([O:8][C:6]2[CH:7]=[C:2]([CH3:1])[C:3]([C:15]3[CH:20]=[CH:19][CH:18]=[C:17]([CH2:21][O:22][C:23]4[CH:36]=[CH:35][C:26]5[C@H:27]([CH2:30][C:31]([O:33][CH3:34])=[O:32])[CH2:28][O:29][C:25]=5[CH:24]=4)[CH:16]=3)=[C:4]([CH3:14])[CH:5]=2)[CH2:10]1)(=[O:39])[CH3:38]. The yield is 0.925. (8) The reactants are [OH:1][CH:2]([C:7]1[C:8]([I:18])=[C:9]2[CH:16]=[CH:15][N:14]([CH3:17])[C:10]2=[N:11][C:12]=1[CH3:13])[C:3]([O:5][CH3:6])=[O:4].CC(OI1(OC(C)=O)(OC(C)=O)OC(=O)C2C=CC=CC1=2)=O.[O-]S([O-])(=S)=O.[Na+].[Na+].C(OCC)(=O)C. The catalyst is ClCCl. The product is [I:18][C:8]1[C:7]([C:2](=[O:1])[C:3]([O:5][CH3:6])=[O:4])=[C:12]([CH3:13])[N:11]=[C:10]2[N:14]([CH3:17])[CH:15]=[CH:16][C:9]=12. The yield is 0.745. (9) The reactants are [CH3:1][C:2]1[CH:3]=[C:4]2[C:9](=[CH:10][CH:11]=1)[NH:8][C:7](=[O:12])[C:6]([C:13]#[N:14])=[C:5]2[N:15]1[CH2:20][CH2:19][N:18]([C:21]([C:23]2[S:24][CH:25]=[CH:26][CH:27]=2)=[O:22])[CH2:17][CH2:16]1.Cl.[CH3:29][N:30]([CH3:34])[CH2:31][CH2:32]Cl.C(=O)([O-])[O-].[K+].[K+]. The catalyst is CN(C=O)C. The product is [CH3:29][N:30]([CH3:34])[CH2:31][CH2:32][N:8]1[C:9]2[C:4](=[CH:3][C:2]([CH3:1])=[CH:11][CH:10]=2)[C:5]([N:15]2[CH2:16][CH2:17][N:18]([C:21]([C:23]3[S:24][CH:25]=[CH:26][CH:27]=3)=[O:22])[CH2:19][CH2:20]2)=[C:6]([C:13]#[N:14])[C:7]1=[O:12]. The yield is 0.240.